Dataset: Reaction yield outcomes from USPTO patents with 853,638 reactions. Task: Predict the reaction yield, written as a fraction of the theoretical maximum amount of product (1.0 means a 100% yield; for example, 0.34 means a 34% yield). (1) The reactants are Cl[CH2:2][C:3]#[C:4][C:5]1[CH:10]=[CH:9][C:8]([N+:11]([O-:13])=[O:12])=[C:7]([O:14][CH3:15])[CH:6]=1.[NH:16]1[CH2:21][CH2:20][CH2:19][CH2:18][CH2:17]1. The catalyst is O1CCOCC1. The product is [CH3:15][O:14][C:7]1[CH:6]=[C:5]([C:4]#[C:3][CH2:2][N:16]2[CH2:21][CH2:20][CH2:19][CH2:18][CH2:17]2)[CH:10]=[CH:9][C:8]=1[N+:11]([O-:13])=[O:12]. The yield is 0.950. (2) The reactants are [Cl:1][C:2]1[CH:24]=[C:23]([C:25]([NH:27][CH2:28][C:29]2[CH:34]=[CH:33][CH:32]=[C:31]([OH:35])[CH:30]=2)=[O:26])[CH:22]=[CH:21][C:3]=1[C:4]([NH:6][C@H:7]([C:17]([O:19]C)=[O:18])[CH2:8][NH:9][C:10]([C:12]1[S:13][CH:14]=[CH:15][CH:16]=1)=[O:11])=[O:5].O.[OH-].[Li+].O. The catalyst is O1CCCC1.CO. The product is [Cl:1][C:2]1[CH:24]=[C:23]([C:25]([NH:27][CH2:28][C:29]2[CH:34]=[CH:33][CH:32]=[C:31]([OH:35])[CH:30]=2)=[O:26])[CH:22]=[CH:21][C:3]=1[C:4]([NH:6][C@H:7]([C:17]([OH:19])=[O:18])[CH2:8][NH:9][C:10]([C:12]1[S:13][CH:14]=[CH:15][CH:16]=1)=[O:11])=[O:5]. The yield is 0.960. (3) The reactants are Cl[C:2]1[C:11]2[C:6](=[CH:7][C:8]([O:14][CH3:15])=[C:9]([O:12][CH3:13])[CH:10]=2)[N:5]=[CH:4][CH:3]=1.[OH:16][C:17]1[C:26]([OH:27])=[CH:25][C:24]2[C:19](=[CH:20][CH:21]=[CH:22][CH:23]=2)[N:18]=1.O. The catalyst is CN(C)C1C=CN=CC=1.ClC1C=CC=CC=1Cl. The product is [CH3:13][O:12][C:9]1[CH:10]=[C:11]2[C:6](=[CH:7][C:8]=1[O:14][CH3:15])[N:5]=[CH:4][CH:3]=[C:2]2[O:27][C:26]1[C:17]([OH:16])=[N:18][C:19]2[C:24]([CH:25]=1)=[CH:23][CH:22]=[CH:21][CH:20]=2. The yield is 0.370. (4) The reactants are [CH2:1]([N:8]1[CH2:19][CH2:18][C:11]2[N:12]=[C:13]([NH2:17])[N:14]=[C:15](Cl)[C:10]=2[CH2:9]1)[C:2]1[CH:7]=[CH:6][CH:5]=[CH:4][CH:3]=1.[Cl:20][C:21]1[CH:26]=[CH:25][CH:24]=[CH:23][C:22]=1B(O)O.C(=O)([O-])[O-].[K+].[K+]. The catalyst is C(#N)C.O.C1C=CC([P]([Pd]([P](C2C=CC=CC=2)(C2C=CC=CC=2)C2C=CC=CC=2)([P](C2C=CC=CC=2)(C2C=CC=CC=2)C2C=CC=CC=2)[P](C2C=CC=CC=2)(C2C=CC=CC=2)C2C=CC=CC=2)(C2C=CC=CC=2)C2C=CC=CC=2)=CC=1. The product is [CH2:1]([N:8]1[CH2:19][CH2:18][C:11]2[N:12]=[C:13]([NH2:17])[N:14]=[C:15]([C:22]3[CH:23]=[CH:24][CH:25]=[CH:26][C:21]=3[Cl:20])[C:10]=2[CH2:9]1)[C:2]1[CH:7]=[CH:6][CH:5]=[CH:4][CH:3]=1. The yield is 0.612.